This data is from Catalyst prediction with 721,799 reactions and 888 catalyst types from USPTO. The task is: Predict which catalyst facilitates the given reaction. (1) Reactant: Br.Br[CH2:3][C:4]1[CH:9]=[CH:8][N:7]=[CH:6][CH:5]=1.[NH:10]1[CH:14]=[CH:13][N:12]=[CH:11]1.C([O-])([O-])=O.[K+].[K+]. Product: [N:10]1([CH2:3][C:4]2[CH:9]=[CH:8][N:7]=[CH:6][CH:5]=2)[CH:14]=[CH:13][N:12]=[CH:11]1. The catalyst class is: 3. (2) Reactant: Cl[C:2]1[CH:7]=[C:6]([C:8]2[C:13]([CH3:14])=[CH:12][C:11]([CH3:15])=[CH:10][N:9]=2)[C:5]([Cl:16])=[CH:4][N:3]=1.[N:17]1([C:23]([O:25][C:26]([CH3:29])([CH3:28])[CH3:27])=[O:24])[CH2:22][CH2:21][NH:20][CH2:19][CH2:18]1.[F-].[Cs+]. Product: [Cl:16][C:5]1[C:6]([C:8]2[C:13]([CH3:14])=[CH:12][C:11]([CH3:15])=[CH:10][N:9]=2)=[CH:7][C:2]([N:20]2[CH2:19][CH2:18][N:17]([C:23]([O:25][C:26]([CH3:29])([CH3:28])[CH3:27])=[O:24])[CH2:22][CH2:21]2)=[N:3][CH:4]=1. The catalyst class is: 197. (3) Reactant: [B][B][B][B][B][B][B][B][B][B].[N+:11]([C:14]1[CH:28]=[CH:27][CH:26]=[CH:25][C:15]=1[C:16]([NH:18][C:19]1[CH:24]=[CH:23][CH:22]=[CH:21][CH:20]=1)=[O:17])([O-])=O. Product: [NH2:11][C:14]1[CH:28]=[CH:27][CH:26]=[CH:25][C:15]=1[C:16]([NH:18][C:19]1[CH:24]=[CH:23][CH:22]=[CH:21][CH:20]=1)=[O:17]. The catalyst class is: 43. (4) Reactant: [CH3:1][O:2][C:3](=[O:25])[C:4]([NH:14][C:15]([O:17][CH2:18][C:19]1[CH:24]=[CH:23][CH:22]=[CH:21][CH:20]=1)=[O:16])=[CH:5][C:6]1[C:11]([F:12])=[CH:10][CH:9]=[CH:8][C:7]=1[F:13]. The catalyst class is: 8. Product: [CH3:1][O:2][C:3](=[O:25])[C@@H:4]([NH:14][C:15]([O:17][CH2:18][C:19]1[CH:20]=[CH:21][CH:22]=[CH:23][CH:24]=1)=[O:16])[CH2:5][C:6]1[C:11]([F:12])=[CH:10][CH:9]=[CH:8][C:7]=1[F:13]. (5) Reactant: [CH3:1][C:2]1[CH:16]=[C:15]([O:17][CH2:18][C:19]2[N:20]=[C:21](/[CH:24]=[CH:25]/[C:26]3[CH:31]=[CH:30][C:29]([Cl:32])=[CH:28][C:27]=3[F:33])[O:22][CH:23]=2)[CH:14]=[CH:13][C:3]=1[CH2:4][S:5][CH2:6][CH2:7][N:8]1[CH:12]=[CH:11][N:10]=[N:9]1.ClC1C=CC=C(C(OO)=[O:42])C=1. Product: [Cl:32][C:29]1[CH:30]=[CH:31][C:26](/[CH:25]=[CH:24]/[C:21]2[O:22][CH:23]=[C:19]([CH2:18][O:17][C:15]3[CH:14]=[CH:13][C:3]([CH2:4][S:5]([CH2:6][CH2:7][N:8]4[CH:12]=[CH:11][N:10]=[N:9]4)=[O:42])=[C:2]([CH3:1])[CH:16]=3)[N:20]=2)=[C:27]([F:33])[CH:28]=1. The catalyst class is: 96. (6) Reactant: [CH3:1][O:2][C:3]1[CH:4]=[C:5]([CH:8]=[C:9]([O:13][CH3:14])[C:10]=1[O:11][CH3:12])[CH:6]=O.[C:15]([OH:21])(=[O:20])[CH2:16]C(O)=O.C([O-])(=O)C.[NH4+:26]. Product: [NH2:26][CH:6]([C:5]1[CH:4]=[C:3]([O:2][CH3:1])[C:10]([O:11][CH3:12])=[C:9]([O:13][CH3:14])[CH:8]=1)[CH2:16][C:15]([OH:21])=[O:20]. The catalyst class is: 14.